Predict the reactants needed to synthesize the given product. From a dataset of Full USPTO retrosynthesis dataset with 1.9M reactions from patents (1976-2016). (1) Given the product [CH2:1]([O:11][CH2:12][CH2:13][CH2:14][CH2:27][CH2:28][CH2:29][CH2:30][CH2:31][CH2:32][CH3:33])[CH2:2][CH2:3][CH2:4][CH2:5][CH2:6][CH2:7][CH2:8][CH2:9][CH3:10], predict the reactants needed to synthesize it. The reactants are: [CH2:1]([O:11][CH2:12][CH2:13][CH2:14]O)[CH2:2][CH2:3][CH2:4][CH2:5][CH2:6][CH2:7][CH2:8][CH2:9][CH3:10].[H-].[Na+].[Na+].[I-].C(O)CCO.[H][H].[CH2:27](Cl)[CH2:28][CH2:29][CH2:30][CH2:31][CH2:32][CH2:33]CCC. (2) Given the product [CH2:16]([N:12]1[CH2:11][CH2:10][CH2:9][C@H:8]2[C@@H:13]1[CH2:14][C:15]1[C:6]([CH2:7]2)=[C:5]2[O:21][CH2:22][O:23][C:4]2=[CH:3][CH:2]=1)[CH2:17][CH3:18], predict the reactants needed to synthesize it. The reactants are: Br[C:2]1[CH:3]=[C:4]2[O:23][CH2:22][O:21][C:5]2=[C:6]2[C:15]=1[CH2:14][CH:13]1[CH:8]([CH2:9][CH2:10][CH2:11][N:12]1[C:16](=O)[CH2:17][CH3:18])[C:7]2=O.[H-].[H-].[H-].[H-].[Li+].[Al+3].